Dataset: Full USPTO retrosynthesis dataset with 1.9M reactions from patents (1976-2016). Task: Predict the reactants needed to synthesize the given product. (1) Given the product [CH2:1]([O:3][C:4]([C:6]1[O:14][C:13]2[C:12]([Br:15])=[CH:11][N:10]=[CH:9][C:8]=2[C:7]=1[NH:43][C:34]1[CH:35]=[CH:36][C:37]([Si:39]([CH3:41])([CH3:40])[CH3:42])=[CH:38][C:33]=1[F:32])=[O:5])[CH3:2], predict the reactants needed to synthesize it. The reactants are: [CH2:1]([O:3][C:4]([C:6]1[O:14][C:13]2[C:12]([Br:15])=[CH:11][N:10]=[CH:9][C:8]=2[C:7]=1OS(C(F)(F)F)(=O)=O)=[O:5])[CH3:2].[O-]P([O-])([O-])=O.[K+].[K+].[K+].[F:32][C:33]1[CH:38]=[C:37]([Si:39]([CH3:42])([CH3:41])[CH3:40])[CH:36]=[CH:35][C:34]=1[NH2:43]. (2) Given the product [ClH:29].[ClH:29].[NH2:13][C:10]1[CH:11]=[CH:12][C:7]([NH:6][CH2:5][CH:4]([OH:16])[CH2:3][O:2][CH3:1])=[CH:8][CH:9]=1, predict the reactants needed to synthesize it. The reactants are: [CH3:1][O:2][CH2:3][CH:4]([OH:16])[CH2:5][NH:6][C:7]1[CH:12]=[CH:11][C:10]([N+:13]([O-])=O)=[CH:9][CH:8]=1.C1(N)C(F)=C(F)C(F)=C(N)C=1F.[ClH:29].Cl. (3) Given the product [NH2:1][C:2]1[CH:9]=[CH:8][C:5]([C:6]([NH:10][OH:11])=[NH:7])=[CH:4][CH:3]=1, predict the reactants needed to synthesize it. The reactants are: [NH2:1][C:2]1[CH:9]=[CH:8][C:5]([C:6]#[N:7])=[CH:4][CH:3]=1.[NH2:10][OH:11].O. (4) The reactants are: [NH2:1][C:2]1[CH:7]=[CH:6][C:5]([C:8]2[NH:9][C:10]([C@H:14]3[N:22]4[C:17](=[CH:18][C:19]([C:24]5[CH:29]=[C:28]([Cl:30])[CH:27]=[CH:26][C:25]=5[N:31]5[CH:35]=[N:34][N:33]=[N:32]5)=[CH:20][C:21]4=[O:23])[CH2:16][CH2:15]3)=[C:11]([Cl:13])[N:12]=2)=[CH:4][CH:3]=1.Cl[C:37]([O:39][CH2:40][CH2:41][CH2:42][O:43][CH3:44])=[O:38]. Given the product [CH3:44][O:43][CH2:42][CH2:41][CH2:40][O:39][C:37](=[O:38])[NH:1][C:2]1[CH:3]=[CH:4][C:5]([C:8]2[NH:9][C:10]([C@H:14]3[N:22]4[C:17](=[CH:18][C:19]([C:24]5[CH:29]=[C:28]([Cl:30])[CH:27]=[CH:26][C:25]=5[N:31]5[CH:35]=[N:34][N:33]=[N:32]5)=[CH:20][C:21]4=[O:23])[CH2:16][CH2:15]3)=[C:11]([Cl:13])[N:12]=2)=[CH:6][CH:7]=1, predict the reactants needed to synthesize it. (5) Given the product [F:1][C:2]1[C:7]([F:8])=[CH:6][CH:5]=[CH:4][C:3]=1[C:9]1[N:35]=[C:12]2[CH:13]=[N:14][N:15]([CH2:17][C:18]3[O:22][N:21]=[C:20]([C:23]4[CH:28]=[CH:27][C:26]([C:29]#[CH:30])=[CH:25][CH:24]=4)[CH:19]=3)[CH:16]=[C:11]2[N:10]=1, predict the reactants needed to synthesize it. The reactants are: [F:1][C:2]1[C:7]([F:8])=[CH:6][CH:5]=[CH:4][C:3]=1[C:9]1[N:35]=[C:12]2[CH:13]=[N:14][N:15]([CH2:17][C:18]3[O:22][N:21]=[C:20]([C:23]4[CH:28]=[CH:27][C:26]([C:29]#[C:30][Si](C)(C)C)=[CH:25][CH:24]=4)[CH:19]=3)[CH:16]=[C:11]2[N:10]=1.C(=O)([O-])[O-].[K+].[K+]. (6) Given the product [F:21][C:22]1[CH:23]=[C:24]([C:2]2[CH:3]=[CH:4][C:5]3[O:11][CH2:10][CH2:9][N:8]([CH2:12][C:13]4[N:18]=[CH:17][CH:16]=[CH:15][N:14]=4)[C:7](=[O:19])[C:6]=3[CH:20]=2)[CH:25]=[CH:26][C:27]=1[C:28]([F:29])([F:30])[F:31], predict the reactants needed to synthesize it. The reactants are: Br[C:2]1[CH:3]=[CH:4][C:5]2[O:11][CH2:10][CH2:9][N:8]([CH2:12][C:13]3[N:18]=[CH:17][CH:16]=[CH:15][N:14]=3)[C:7](=[O:19])[C:6]=2[CH:20]=1.[F:21][C:22]1[CH:23]=[C:24](B2OC(C)(C)C(C)(C)O2)[CH:25]=[CH:26][C:27]=1[C:28]([F:31])([F:30])[F:29].C(=O)([O-])[O-].[Cs+].[Cs+].CCOC(C)=O. (7) Given the product [CH2:1]([O:3][C:4]1[CH:5]=[C:6]([F:24])[C:7]([CH2:8][N:9]2[C:13]([O:14][CH3:27])=[C:12]([CH3:15])[C:11]([C:16]([O:18][CH2:19][CH3:20])=[O:17])=[N:10]2)=[C:21]([F:23])[CH:22]=1)[CH3:2], predict the reactants needed to synthesize it. The reactants are: [CH2:1]([O:3][C:4]1[CH:22]=[C:21]([F:23])[C:7]([CH2:8][N:9]2[C:13]([OH:14])=[C:12]([CH3:15])[C:11]([C:16]([O:18][CH2:19][CH3:20])=[O:17])=[N:10]2)=[C:6]([F:24])[CH:5]=1)[CH3:2].IC.[C:27](=O)([O-])[O-].[K+].[K+].